Dataset: NCI-60 drug combinations with 297,098 pairs across 59 cell lines. Task: Regression. Given two drug SMILES strings and cell line genomic features, predict the synergy score measuring deviation from expected non-interaction effect. (1) Drug 1: CC1=C(C=C(C=C1)C(=O)NC2=CC(=CC(=C2)C(F)(F)F)N3C=C(N=C3)C)NC4=NC=CC(=N4)C5=CN=CC=C5. Drug 2: CC1CCCC2(C(O2)CC(NC(=O)CC(C(C(=O)C(C1O)C)(C)C)O)C(=CC3=CSC(=N3)C)C)C. Cell line: MDA-MB-231. Synergy scores: CSS=38.3, Synergy_ZIP=-1.86, Synergy_Bliss=-0.195, Synergy_Loewe=-1.52, Synergy_HSA=3.33. (2) Drug 1: C1CCN(CC1)CCOC2=CC=C(C=C2)C(=O)C3=C(SC4=C3C=CC(=C4)O)C5=CC=C(C=C5)O. Drug 2: CC(C)(C#N)C1=CC(=CC(=C1)CN2C=NC=N2)C(C)(C)C#N. Cell line: NCI-H522. Synergy scores: CSS=3.24, Synergy_ZIP=-2.36, Synergy_Bliss=-2.79, Synergy_Loewe=-3.54, Synergy_HSA=-2.79. (3) Drug 1: CC(C1=C(C=CC(=C1Cl)F)Cl)OC2=C(N=CC(=C2)C3=CN(N=C3)C4CCNCC4)N. Drug 2: C1C(C(OC1N2C=NC3=C2NC=NCC3O)CO)O. Cell line: SK-MEL-5. Synergy scores: CSS=-9.43, Synergy_ZIP=4.57, Synergy_Bliss=-0.161, Synergy_Loewe=-5.10, Synergy_HSA=-5.93. (4) Drug 1: CC12CCC(CC1=CCC3C2CCC4(C3CC=C4C5=CN=CC=C5)C)O. Drug 2: C1=CC(=C2C(=C1NCCNCCO)C(=O)C3=C(C=CC(=C3C2=O)O)O)NCCNCCO. Cell line: KM12. Synergy scores: CSS=60.1, Synergy_ZIP=16.4, Synergy_Bliss=15.1, Synergy_Loewe=11.0, Synergy_HSA=17.8. (5) Drug 1: C1=CC(=C2C(=C1NCCNCCO)C(=O)C3=C(C=CC(=C3C2=O)O)O)NCCNCCO. Drug 2: CN1C2=C(C=C(C=C2)N(CCCl)CCCl)N=C1CCCC(=O)O.Cl. Cell line: K-562. Synergy scores: CSS=25.7, Synergy_ZIP=-5.84, Synergy_Bliss=-7.82, Synergy_Loewe=-40.5, Synergy_HSA=-7.01. (6) Drug 1: CC1=C(C(CCC1)(C)C)C=CC(=CC=CC(=CC(=O)O)C)C. Drug 2: COC1=NC(=NC2=C1N=CN2C3C(C(C(O3)CO)O)O)N. Cell line: BT-549. Synergy scores: CSS=-3.62, Synergy_ZIP=-1.20, Synergy_Bliss=-6.43, Synergy_Loewe=-5.84, Synergy_HSA=-9.15. (7) Drug 2: C1=CN(C(=O)N=C1N)C2C(C(C(O2)CO)O)O.Cl. Synergy scores: CSS=45.7, Synergy_ZIP=-8.50, Synergy_Bliss=-6.35, Synergy_Loewe=-1.25, Synergy_HSA=0.751. Drug 1: C1=CC(=C2C(=C1NCCNCCO)C(=O)C3=C(C=CC(=C3C2=O)O)O)NCCNCCO. Cell line: HOP-92. (8) Drug 1: CC1=C(C=C(C=C1)NC2=NC=CC(=N2)N(C)C3=CC4=NN(C(=C4C=C3)C)C)S(=O)(=O)N.Cl. Drug 2: CN(C(=O)NC(C=O)C(C(C(CO)O)O)O)N=O. Cell line: HCC-2998. Synergy scores: CSS=-11.3, Synergy_ZIP=6.01, Synergy_Bliss=0.727, Synergy_Loewe=-11.0, Synergy_HSA=-10.9. (9) Drug 1: CS(=O)(=O)CCNCC1=CC=C(O1)C2=CC3=C(C=C2)N=CN=C3NC4=CC(=C(C=C4)OCC5=CC(=CC=C5)F)Cl. Drug 2: CC1CCCC2(C(O2)CC(NC(=O)CC(C(C(=O)C(C1O)C)(C)C)O)C(=CC3=CSC(=N3)C)C)C. Cell line: SK-MEL-5. Synergy scores: CSS=61.2, Synergy_ZIP=1.18, Synergy_Bliss=2.01, Synergy_Loewe=4.35, Synergy_HSA=5.54.